Dataset: Full USPTO retrosynthesis dataset with 1.9M reactions from patents (1976-2016). Task: Predict the reactants needed to synthesize the given product. (1) Given the product [CH2:29]([O:33][C:34]1[N:42]=[C:41]2[C:37]([N:38]=[C:39]([O:55][CH3:56])[N:40]2[CH2:43][CH2:44][CH2:45][CH2:46][CH2:47][CH2:48][CH:49]2[CH2:50][CH2:51][N:52]([CH2:1][CH3:2])[CH2:53][CH2:54]2)=[C:36]([NH2:57])[N:35]=1)[CH2:30][CH2:31][CH3:32], predict the reactants needed to synthesize it. The reactants are: [CH2:1](N1CCCC(CCN2C(OC)=NC3C2=NC(O[C@@H](C)CCC)=NC=3N)C1)[CH3:2].[CH2:29]([O:33][C:34]1[N:42]=[C:41]2[C:37]([N:38]=[C:39]([O:55][CH3:56])[N:40]2[CH2:43][CH2:44][CH2:45][CH2:46][CH2:47][CH2:48][CH:49]2[CH2:54][CH2:53][NH:52][CH2:51][CH2:50]2)=[C:36]([NH2:57])[N:35]=1)[CH2:30][CH2:31][CH3:32].ICC. (2) The reactants are: [NH2:1][C:2]1[CH:11]=[CH:10][C:5]([C:6]([O:8][CH3:9])=[O:7])=[C:4]([F:12])[CH:3]=1.[C:13]1(Cl)[C:19](=O)C(Cl)=C(Cl)C(=O)[C:14]=1Cl.[CH:25]([CH:27]=[CH2:28])=O.C([O-])(O)=O.[Na+]. Given the product [F:12][C:4]1[C:5]([C:6]([O:8][CH3:9])=[O:7])=[CH:10][CH:11]=[C:2]2[C:3]=1[CH:14]=[CH:13][CH:19]=[N:1]2.[F:12][C:4]1[CH:3]=[C:2]2[C:11]([CH:25]=[CH:27][CH:28]=[N:1]2)=[CH:10][C:5]=1[C:6]([O:8][CH3:9])=[O:7], predict the reactants needed to synthesize it. (3) Given the product [NH2:1][C:2]1[CH:9]=[CH:8][CH:7]=[CH:6][C:3]=1[C:4](=[O:15])[CH2:10][CH3:11], predict the reactants needed to synthesize it. The reactants are: [NH2:1][C:2]1[CH:9]=[CH:8][CH:7]=[CH:6][C:3]=1[C:4]#N.[CH2:10]([Mg]Br)[CH3:11].Cl.[O:15]1CCCC1. (4) Given the product [CH3:3][C:2]([CH3:5])([CH3:4])[C:1]([NH:8][C:9]1[N:14]=[C:13]([CH3:15])[CH:12]=[CH:11][N:10]=1)=[O:6], predict the reactants needed to synthesize it. The reactants are: [C:1](Cl)(=[O:6])[C:2]([CH3:5])([CH3:4])[CH3:3].[NH2:8][C:9]1[N:14]=[C:13]([CH3:15])[CH:12]=[CH:11][N:10]=1.C(N(CC)CC)C. (5) Given the product [CH2:16]([O:15][C:11]1[C:12]([CH3:14])=[CH:13][C:8]([NH2:7])=[C:9]([CH3:18])[CH:10]=1)[CH3:17].[C:22]([OH:24])([C:21]([F:26])([F:25])[F:20])=[O:23], predict the reactants needed to synthesize it. The reactants are: C(OC(=O)[NH:7][C:8]1[CH:13]=[C:12]([CH3:14])[C:11]([O:15][CH2:16][CH3:17])=[CH:10][C:9]=1[CH3:18])(C)(C)C.[F:20][C:21]([F:26])([F:25])[C:22]([OH:24])=[O:23]. (6) Given the product [NH:1]1[CH:5]=[CH:4][N:3]=[C:2]1[C:6]1[CH:7]=[CH:8][C:9]([CH3:13])=[C:10]([NH:11][C:25]([C:24]2[CH:23]=[N:22][C:21]([O:14][C:15]3[CH:16]=[CH:17][CH:18]=[CH:19][CH:20]=3)=[CH:29][CH:28]=2)=[O:26])[CH:12]=1, predict the reactants needed to synthesize it. The reactants are: [NH:1]1[CH:5]=[CH:4][N:3]=[C:2]1[C:6]1[CH:7]=[CH:8][C:9]([CH3:13])=[C:10]([CH:12]=1)[NH2:11].[O:14]([C:21]1[CH:29]=[CH:28][C:24]([C:25](Cl)=[O:26])=[CH:23][N:22]=1)[C:15]1[CH:20]=[CH:19][CH:18]=[CH:17][CH:16]=1. (7) Given the product [CH3:1][O:2][C:3]([C:5]1[S:6][C:7]([Br:17])=[CH:8][C:9]=1[NH2:10])=[O:4], predict the reactants needed to synthesize it. The reactants are: [CH3:1][O:2][C:3]([C:5]1[S:6][C:7]([Br:17])=[CH:8][C:9]=1[NH:10]C(=O)C(F)(F)F)=[O:4].C([O-])([O-])=O.[K+].[K+]. (8) Given the product [Cl:5][C:6]1[C:7]([CH2:8][O:9][CH:10]2[CH2:15][CH2:14][CH2:13][CH2:12][O:11]2)=[C:16]2[C:17](=[C:18]([CH3:20])[CH:19]=1)[NH:21][CH:2]=[CH:1]2, predict the reactants needed to synthesize it. The reactants are: [CH:1]([Mg]Br)=[CH2:2].[Cl:5][C:6]1[CH:19]=[C:18]([CH3:20])[C:17]([N+:21]([O-])=O)=[CH:16][C:7]=1[CH2:8][O:9][CH:10]1[CH2:15][CH2:14][CH2:13][CH2:12][O:11]1.